Dataset: Peptide-MHC class I binding affinity with 185,985 pairs from IEDB/IMGT. Task: Regression. Given a peptide amino acid sequence and an MHC pseudo amino acid sequence, predict their binding affinity value. This is MHC class I binding data. The peptide sequence is VDICFWSTI. The MHC is HLA-A24:02 with pseudo-sequence HLA-A24:02. The binding affinity (normalized) is 0.355.